Dataset: Full USPTO retrosynthesis dataset with 1.9M reactions from patents (1976-2016). Task: Predict the reactants needed to synthesize the given product. (1) Given the product [C:45]([C:42]1([NH:41][C:40]([C@@H:23]2[CH2:24][C@@H:25]([S:27]([C:30]3[CH:35]=[CH:34][CH:33]=[CH:32][C:31]=3[C:36]([F:39])([F:38])[F:37])(=[O:28])=[O:29])[CH2:26][N:22]2[C:21]2[N:17]([CH:14]3[CH2:13][CH2:12][NH:11][CH2:16][CH2:15]3)[N:18]=[C:19]([CH3:48])[CH:20]=2)=[O:47])[CH2:43][CH2:44]1)#[N:46], predict the reactants needed to synthesize it. The reactants are: C(OC([N:11]1[CH2:16][CH2:15][CH:14]([N:17]2[C:21]([N:22]3[CH2:26][C@H:25]([S:27]([C:30]4[CH:35]=[CH:34][CH:33]=[CH:32][C:31]=4[C:36]([F:39])([F:38])[F:37])(=[O:29])=[O:28])[CH2:24][C@H:23]3[C:40](=[O:47])[NH:41][C:42]3([C:45]#[N:46])[CH2:44][CH2:43]3)=[CH:20][C:19]([CH3:48])=[N:18]2)[CH2:13][CH2:12]1)=O)C1C=CC=CC=1. (2) Given the product [CH3:1][C:2]1[N:3]=[C:4]([C:22]2([OH:24])[CH2:23][O:20][CH2:21]2)[N:5]([CH2:7][O:8][CH2:9][CH2:10][Si:11]([CH3:13])([CH3:12])[CH3:14])[CH:6]=1, predict the reactants needed to synthesize it. The reactants are: [CH3:1][C:2]1[N:3]=[CH:4][N:5]([CH2:7][O:8][CH2:9][CH2:10][Si:11]([CH3:14])([CH3:13])[CH3:12])[CH:6]=1.[Li]CCCC.[O:20]1[CH2:23][C:22](=[O:24])[CH2:21]1.